This data is from HIV replication inhibition screening data with 41,000+ compounds from the AIDS Antiviral Screen. The task is: Binary Classification. Given a drug SMILES string, predict its activity (active/inactive) in a high-throughput screening assay against a specified biological target. (1) The drug is Clc1ccc(Cl)c(SSc2cc(Cl)ccc2Cl)c1. The result is 0 (inactive). (2) The result is 1 (active). The molecule is Cc1cc(C(=C2C=CC(=O)C(C(=O)O)=C2O)c2cc(C)c(O)c(C(=O)O)c2O)c(O)c(C(=O)O)c1O.N.